Task: Predict the product of the given reaction.. Dataset: Forward reaction prediction with 1.9M reactions from USPTO patents (1976-2016) (1) The product is: [F:32][CH:2]([F:1])[C:3]1[CH:7]=[C:6]([CH:8]([F:10])[F:9])[N:5]([CH:11]([C:22]([N:24]2[CH2:29][CH2:28][CH:27]([C:30](=[S:35])[NH2:31])[CH2:26][CH2:25]2)=[O:23])[C:12]([O:14][CH2:15][C:16]2[CH:21]=[CH:20][CH:19]=[CH:18][CH:17]=2)=[O:13])[N:4]=1. Given the reactants [F:1][CH:2]([F:32])[C:3]1[CH:7]=[C:6]([CH:8]([F:10])[F:9])[N:5]([CH:11]([C:22]([N:24]2[CH2:29][CH2:28][CH:27]([C:30]#[N:31])[CH2:26][CH2:25]2)=[O:23])[C:12]([O:14][CH2:15][C:16]2[CH:21]=[CH:20][CH:19]=[CH:18][CH:17]=2)=[O:13])[N:4]=1.[NH4+].[NH4+].[S-2:35], predict the reaction product. (2) The product is: [OH:9][CH2:8][C:4]1[N:3]=[C:2](/[CH:12]=[CH:11]/[C:10]([O:14][CH3:15])=[O:13])[CH:7]=[CH:6][CH:5]=1. Given the reactants Br[C:2]1[CH:7]=[CH:6][CH:5]=[C:4]([CH2:8][OH:9])[N:3]=1.[C:10]([O:14][CH3:15])(=[O:13])[CH:11]=[CH2:12].C(=O)([O-])O.[Na+], predict the reaction product. (3) Given the reactants [Li+].CC([N-]C(C)C)C.[C:9]([CH:13]1[CH2:19][C:18]2[CH:20]=[CH:21][CH:22]=[CH:23][C:17]=2[C:16]2=[C:24]([CH:35]3[CH2:40][CH2:39][CH2:38][CH2:37][CH2:36]3)[C:25]3[CH:26]=[CH:27][C:28]([C:31]([O:33][CH3:34])=[O:32])=[CH:29][C:30]=3[N:15]2[CH2:14]1)([O:11][CH3:12])=[O:10].C1C=CC(S(N(S(C2C=CC=CC=2)(=O)=O)[F:51])(=O)=O)=CC=1, predict the reaction product. The product is: [CH:35]1([C:24]2[C:25]3[CH:26]=[CH:27][C:28]([C:31]([O:33][CH3:34])=[O:32])=[CH:29][C:30]=3[N:15]3[CH2:14][C:13]([C:9]([O:11][CH3:12])=[O:10])([F:51])[CH2:19][C:18]4[CH:20]=[CH:21][CH:22]=[CH:23][C:17]=4[C:16]=23)[CH2:40][CH2:39][CH2:38][CH2:37][CH2:36]1. (4) Given the reactants C([O:4][C@H:5]1[CH2:10][CH2:9][C@H:8]([C:11]([N:13]2[CH2:18][CH2:17][C@@H:16]([N:19]([C:21]([C:23]3[CH:28]=[CH:27][C:26]([Cl:29])=[CH:25][CH:24]=3)=[O:22])[CH3:20])[C@H:15]([C:30]3[CH:35]=[CH:34][C:33]([Cl:36])=[C:32]([Cl:37])[CH:31]=3)[CH2:14]2)=[O:12])[CH2:7][CH2:6]1)(=O)C.C(=O)([O-])[O-].[Na+].[Na+].O, predict the reaction product. The product is: [Cl:29][C:26]1[CH:27]=[CH:28][C:23]([C:21]([N:19]([C@@H:16]2[CH2:17][CH2:18][N:13]([C:11]([CH:8]3[CH2:9][CH2:10][CH:5]([OH:4])[CH2:6][CH2:7]3)=[O:12])[CH2:14][C@H:15]2[C:30]2[CH:35]=[CH:34][C:33]([Cl:36])=[C:32]([Cl:37])[CH:31]=2)[CH3:20])=[O:22])=[CH:24][CH:25]=1. (5) Given the reactants [CH:1]1[C:6]2=[C:7]3[C:15](=[CH:16][CH:17]=[C:5]2[CH:4]=[CH:3][CH:2]=1)[C:14]1[C:9](=[CH:10][CH:11]=[CH:12][CH:13]=1)[NH:8]3.C([O-])([O-])=O.[K+].[K+].[CH3:24][C:25]([C:27]1[CH:32]=[CH:31][C:30](F)=[CH:29][CH:28]=1)=[O:26].O, predict the reaction product. The product is: [CH:1]1[C:6]2=[C:7]3[C:15](=[CH:16][CH:17]=[C:5]2[CH:4]=[CH:3][CH:2]=1)[C:14]1[C:9](=[CH:10][CH:11]=[CH:12][CH:13]=1)[N:8]3[C:30]1[CH:31]=[CH:32][C:27]([C:25](=[O:26])[CH3:24])=[CH:28][CH:29]=1. (6) Given the reactants [NH2:1][C:2]1[C:3]2[C:10]([C:11]3[CH:16]=[CH:15][C:14]([CH3:17])=[CH:13][CH:12]=3)=[C:9]([CH:18]=O)[N:8]([CH2:20][CH2:21][CH2:22][O:23][Si](C(C)(C)C)(C)C)[C:4]=2[N:5]=[CH:6][N:7]=1.N1CCCCC1.[CH2:37]([NH:44][C:45](=[O:49])[CH2:46][C:47]#[N:48])[C:38]1[CH:43]=[CH:42][CH:41]=[CH:40][CH:39]=1.Cl, predict the reaction product. The product is: [NH2:1][C:2]1[C:3]2[C:10]([C:11]3[CH:16]=[CH:15][C:14]([CH3:17])=[CH:13][CH:12]=3)=[C:9]([CH:18]=[C:46]([C:47]#[N:48])[C:45]([NH:44][CH2:37][C:38]3[CH:43]=[CH:42][CH:41]=[CH:40][CH:39]=3)=[O:49])[N:8]([CH2:20][CH2:21][CH2:22][OH:23])[C:4]=2[N:5]=[CH:6][N:7]=1.